From a dataset of Full USPTO retrosynthesis dataset with 1.9M reactions from patents (1976-2016). Predict the reactants needed to synthesize the given product. (1) Given the product [CH:1]1([C:7]2[CH:12]=[CH:11][C:10]([C:13]3[C:14]4=[N:19][S:25](=[O:27])(=[O:26])[CH2:24][CH2:23][N:15]4[CH:16]=[CH:17][CH:18]=3)=[CH:9][CH:8]=2)[CH2:2][CH2:3][CH2:4][CH2:5][CH2:6]1, predict the reactants needed to synthesize it. The reactants are: [CH:1]1([C:7]2[CH:12]=[CH:11][C:10]([C:13]3[C:14]([NH2:19])=[N:15][CH:16]=[CH:17][CH:18]=3)=[CH:9][CH:8]=2)[CH2:6][CH2:5][CH2:4][CH2:3][CH2:2]1.[H-].[Na+].Cl[CH2:23][CH2:24][S:25](Cl)(=[O:27])=[O:26].O. (2) Given the product [C:34]([O:33][C:31]([NH:24][CH:23]([CH3:22])[CH:27]([N:3]1[C:11]2[C:6](=[CH:7][CH:8]=[C:9]([C:12]([O:14][CH2:15][CH3:16])=[O:13])[CH:10]=2)[CH:5]=[C:4]1[C:17]([O:19][CH2:20][CH3:21])=[O:18])[CH3:28])=[O:32])([CH3:37])([CH3:36])[CH3:35], predict the reactants needed to synthesize it. The reactants are: [H-].[Na+].[NH:3]1[C:11]2[C:6](=[CH:7][CH:8]=[C:9]([C:12]([O:14][CH2:15][CH3:16])=[O:13])[CH:10]=2)[CH:5]=[C:4]1[C:17]([O:19][CH2:20][CH3:21])=[O:18].[CH3:22][CH:23]1[CH:27]([CH3:28])OS(=O)(=O)[N:24]1[C:31]([O:33][C:34]([CH3:37])([CH3:36])[CH3:35])=[O:32].O.